Dataset: Cav3 T-type calcium channel HTS with 100,875 compounds. Task: Binary Classification. Given a drug SMILES string, predict its activity (active/inactive) in a high-throughput screening assay against a specified biological target. (1) The compound is S1(=O)(=O)N(C(C(=O)NCCCCCC)C)CCC(c2c1cccc2)=C. The result is 0 (inactive). (2) The compound is S(=O)(=O)(N1C(CCCC1)C(=O)NCCc1ccc(S(=O)(=O)N)cc1)c1ccccc1. The result is 0 (inactive). (3) The molecule is Clc1c(C2N=c3n([nH]c(n3)N)C(C2)c2c(OC)cccc2)ccc(Cl)c1. The result is 0 (inactive).